This data is from NCI-60 drug combinations with 297,098 pairs across 59 cell lines. The task is: Regression. Given two drug SMILES strings and cell line genomic features, predict the synergy score measuring deviation from expected non-interaction effect. (1) Drug 2: CC(C)(C#N)C1=CC(=CC(=C1)CN2C=NC=N2)C(C)(C)C#N. Synergy scores: CSS=10.7, Synergy_ZIP=-5.00, Synergy_Bliss=-0.923, Synergy_Loewe=-8.85, Synergy_HSA=-2.95. Cell line: SF-268. Drug 1: CC1C(C(=O)NC(C(=O)N2CCCC2C(=O)N(CC(=O)N(C(C(=O)O1)C(C)C)C)C)C(C)C)NC(=O)C3=C4C(=C(C=C3)C)OC5=C(C(=O)C(=C(C5=N4)C(=O)NC6C(OC(=O)C(N(C(=O)CN(C(=O)C7CCCN7C(=O)C(NC6=O)C(C)C)C)C)C(C)C)C)N)C. (2) Drug 1: CC1=C(C(CCC1)(C)C)C=CC(=CC=CC(=CC(=O)O)C)C. Drug 2: CS(=O)(=O)OCCCCOS(=O)(=O)C. Cell line: NCI-H522. Synergy scores: CSS=12.2, Synergy_ZIP=-2.26, Synergy_Bliss=2.19, Synergy_Loewe=2.61, Synergy_HSA=2.71. (3) Drug 1: C1=CC(=CC=C1CCCC(=O)O)N(CCCl)CCCl. Drug 2: C1C(C(OC1N2C=NC(=NC2=O)N)CO)O. Cell line: MDA-MB-231. Synergy scores: CSS=20.0, Synergy_ZIP=-10.2, Synergy_Bliss=-11.4, Synergy_Loewe=-5.93, Synergy_HSA=-5.54. (4) Drug 1: C1CCC(C1)C(CC#N)N2C=C(C=N2)C3=C4C=CNC4=NC=N3. Drug 2: C#CCC(CC1=CN=C2C(=N1)C(=NC(=N2)N)N)C3=CC=C(C=C3)C(=O)NC(CCC(=O)O)C(=O)O. Cell line: SF-268. Synergy scores: CSS=-7.10, Synergy_ZIP=1.37, Synergy_Bliss=-2.17, Synergy_Loewe=-6.78, Synergy_HSA=-6.49. (5) Drug 1: CN(C)N=NC1=C(NC=N1)C(=O)N. Drug 2: CC1=C(C=C(C=C1)NC(=O)C2=CC=C(C=C2)CN3CCN(CC3)C)NC4=NC=CC(=N4)C5=CN=CC=C5. Cell line: UACC62. Synergy scores: CSS=-3.56, Synergy_ZIP=-0.272, Synergy_Bliss=-3.49, Synergy_Loewe=-3.65, Synergy_HSA=-3.60. (6) Drug 1: CNC(=O)C1=CC=CC=C1SC2=CC3=C(C=C2)C(=NN3)C=CC4=CC=CC=N4. Drug 2: CC1OCC2C(O1)C(C(C(O2)OC3C4COC(=O)C4C(C5=CC6=C(C=C35)OCO6)C7=CC(=C(C(=C7)OC)O)OC)O)O. Cell line: NCIH23. Synergy scores: CSS=49.8, Synergy_ZIP=1.91, Synergy_Bliss=1.43, Synergy_Loewe=-6.47, Synergy_HSA=0.905. (7) Drug 1: C1=CC(=CC=C1C#N)C(C2=CC=C(C=C2)C#N)N3C=NC=N3. Drug 2: CC(C)CN1C=NC2=C1C3=CC=CC=C3N=C2N. Cell line: HT29. Synergy scores: CSS=-5.59, Synergy_ZIP=4.89, Synergy_Bliss=4.37, Synergy_Loewe=-2.51, Synergy_HSA=-2.06. (8) Synergy scores: CSS=11.3, Synergy_ZIP=-3.11, Synergy_Bliss=2.55, Synergy_Loewe=-24.9, Synergy_HSA=-2.32. Cell line: HCC-2998. Drug 2: C1=NC2=C(N1)C(=S)N=CN2. Drug 1: C1CC(C1)(C(=O)O)C(=O)O.[NH2-].[NH2-].[Pt+2].